From a dataset of Forward reaction prediction with 1.9M reactions from USPTO patents (1976-2016). Predict the product of the given reaction. (1) The product is: [C:1]([N:5]1[CH2:10][CH2:9][CH:8]([S:11]([C:12]2[CH:13]=[CH:14][C:15]3[O:24][CH2:23][CH2:22][N:21]4[CH:20]=[C:19]([C:25]5[N:26]([CH:30]([CH3:31])[CH3:32])[N:27]=[CH:28][N:29]=5)[N:18]=[C:17]4[C:16]=3[CH:33]=2)=[O:35])[CH2:7][CH2:6]1)([CH3:4])([CH3:2])[CH3:3]. Given the reactants [C:1]([N:5]1[CH2:10][CH2:9][CH:8]([S:11][C:12]2[CH:13]=[CH:14][C:15]3[O:24][CH2:23][CH2:22][N:21]4[C:17](=[N:18][C:19]([C:25]5[N:26]([CH:30]([CH3:32])[CH3:31])[N:27]=[CH:28][N:29]=5)=[CH:20]4)[C:16]=3[CH:33]=2)[CH2:7][CH2:6]1)([CH3:4])([CH3:3])[CH3:2].C(O)(C(F)(F)F)=[O:35].C1C=C(Cl)C=C(C(OO)=O)C=1, predict the reaction product. (2) The product is: [N:1]1([C:10]([NH:12][C:13]2[CH:14]=[CH:15][C:16]([C:17]([OH:19])=[O:18])=[CH:21][CH:22]=2)=[O:11])[C:9]2[C:4](=[CH:5][CH:6]=[CH:7][CH:8]=2)[CH2:3][CH2:2]1. Given the reactants [N:1]1([C:10]([NH:12][C:13]2[CH:22]=[CH:21][C:16]([C:17]([O:19]C)=[O:18])=[CH:15][CH:14]=2)=[O:11])[C:9]2[C:4](=[CH:5][CH:6]=[CH:7][CH:8]=2)[CH2:3][CH2:2]1.[OH-].[Na+], predict the reaction product. (3) Given the reactants Cl[C:2]1[CH:3]=[CH:4][C:5]2[N:6]([C:8]([N+:11]([O-:13])=[O:12])=[CH:9][N:10]=2)[N:7]=1.[F:14][C:15]1[CH:16]=[C:17]([CH:21]2[CH2:26][CH2:25][CH2:24][CH2:23][NH:22]2)[CH:18]=[CH:19][CH:20]=1.C(N(C(C)C)C(C)C)C.C(O)CCC, predict the reaction product. The product is: [F:14][C:15]1[CH:16]=[C:17]([CH:21]2[CH2:26][CH2:25][CH2:24][CH2:23][N:22]2[C:2]2[CH:3]=[CH:4][C:5]3[N:6]([C:8]([N+:11]([O-:13])=[O:12])=[CH:9][N:10]=3)[N:7]=2)[CH:18]=[CH:19][CH:20]=1. (4) The product is: [CH3:4][C@H:3]1[N:5]2[C:9]3[N:10]=[C:11]([C:14]([OH:16])=[O:15])[CH:12]=[CH:13][C:8]=3[CH:7]=[C:6]2[C:19](=[O:21])[NH:1][CH2:2]1. Given the reactants [NH2:1][CH2:2][C@@H:3]([N:5]1[C:9]2=[N:10][C:11]([C:14]([O:16]CC)=[O:15])=[CH:12][CH:13]=[C:8]2[CH:7]=[C:6]1[C:19]([O:21]CC)=O)[CH3:4].C(=O)([O-])[O-].[K+].[K+], predict the reaction product. (5) Given the reactants [O:1]1[CH2:6][CH2:5][CH2:4][CH2:3][CH:2]1[O:7][NH2:8].C1C=CC2N(O)N=NC=2C=1.C([O-])(O)=O.[Na+].[F:24][C:25]1[CH:30]=[CH:29][C:28]([C@H:31]([O:41][CH3:42])[CH2:32][C@H:33]([CH2:37][CH2:38][CH2:39][CH3:40])[C:34](O)=[O:35])=[CH:27][CH:26]=1.CCN=C=NCCCN(C)C.Cl, predict the reaction product. The product is: [F:24][C:25]1[CH:26]=[CH:27][C:28]([C@H:31]([O:41][CH3:42])[CH2:32][C@H:33]([CH2:37][CH2:38][CH2:39][CH3:40])[C:34]([NH:8][O:7][CH:2]2[CH2:3][CH2:4][CH2:5][CH2:6][O:1]2)=[O:35])=[CH:29][CH:30]=1. (6) Given the reactants [Li+].C[Si]([N-][Si](C)(C)C)(C)C.[CH3:11][O:12][C:13]1[CH:14]=[C:15]2[C:20](=[CH:21][CH:22]=1)[C:19](=[O:23])[CH2:18][CH2:17][CH2:16]2.CN(P(N(C)C)(N(C)C)=O)C.[CH2:35](Br)[CH:36]=[CH2:37], predict the reaction product. The product is: [CH2:37]([CH:18]1[CH2:17][CH2:16][C:15]2[C:20](=[CH:21][CH:22]=[C:13]([O:12][CH3:11])[CH:14]=2)[C:19]1=[O:23])[CH:36]=[CH2:35]. (7) Given the reactants C[C@@H]([C@@H]1[C@@]2(C)CC[C@@H]3[C@@]4(C)CC[C@H](OS([O-])(=O)=O)C[C@]4(O)[C@H](O)C[C@H]3[C@@H]2CC1)CCCC(C)C.[Na+].[N-]=[N+]=[N-].[Na+].C1C(N=C=S)=CC2C(OC3(C4C=CC(O)=CC=4OC4C=C(O)C=CC3=4)C=2C=1)=O.C[O:69][C@H:70]1[O:75][C@H:74]([CH2:76][OH:77])[C@@H:73]([OH:78])[C@H:72]([OH:79])[C@@H:71]1[OH:80], predict the reaction product. The product is: [O:69]=[CH:70][C@H:71]([C@H:72]([C@@H:73]([C@@H:74]([CH2:76][OH:77])[OH:75])[OH:78])[OH:79])[OH:80]. (8) Given the reactants [CH2:1]([O:8][C:9]1[CH:16]=[CH:15][C:12](C=O)=[CH:11][C:10]=1[Cl:17])[C:2]1[CH:7]=[CH:6][CH:5]=[CH:4][CH:3]=1.C1C=C(Cl)C=C(C(OO)=[O:26])C=1, predict the reaction product. The product is: [CH2:1]([O:8][C:9]1[CH:16]=[CH:15][C:12]([OH:26])=[CH:11][C:10]=1[Cl:17])[C:2]1[CH:7]=[CH:6][CH:5]=[CH:4][CH:3]=1. (9) Given the reactants [NH2:1][C:2]1[CH:7]=[CH:6][C:5]([OH:8])=[CH:4][C:3]=1[F:9].[CH3:10][C:11]([O:14][C:15](O[C:15]([O:14][C:11]([CH3:13])([CH3:12])[CH3:10])=[O:16])=[O:16])([CH3:13])[CH3:12], predict the reaction product. The product is: [F:9][C:3]1[CH:4]=[C:5]([OH:8])[CH:6]=[CH:7][C:2]=1[NH:1][C:15](=[O:16])[O:14][C:11]([CH3:13])([CH3:12])[CH3:10]. (10) Given the reactants [Cl:1][C:2]1[C:11]2[C:6](=[CH:7][C:8]([O:14][CH2:15][CH2:16][CH2:17][N:18]3[CH2:23][CH2:22][CH2:21][CH2:20][CH2:19]3)=[C:9]([O:12][CH3:13])[CH:10]=2)[N:5]=[CH:4][C:3]=1[NH2:24].[H+].[B-:26]([F:30])([F:29])([F:28])[F:27].[N:31]([O-])=O.[Na+], predict the reaction product. The product is: [F:27][B-:26]([F:30])([F:29])[F:28].[Cl:1][C:2]1[C:11]2[C:6](=[CH:7][C:8]([O:14][CH2:15][CH2:16][CH2:17][N:18]3[CH2:23][CH2:22][CH2:21][CH2:20][CH2:19]3)=[C:9]([O:12][CH3:13])[CH:10]=2)[N:5]=[CH:4][C:3]=1[N+:24]#[N:31].